Dataset: Forward reaction prediction with 1.9M reactions from USPTO patents (1976-2016). Task: Predict the product of the given reaction. (1) Given the reactants [ClH:1].C(NC1CCCCC1(C(C1C=CC2C(=CC=CC=2)C=1)C)O)C1C=CC=CC=1.[CH2:29]([NH:36][C:37](=O)[CH:38]([C:49]1([OH:55])[CH2:54][CH2:53][CH2:52][CH2:51][CH2:50]1)[C:39]1[CH:48]=[CH:47][C:46]2[C:41](=[CH:42][CH:43]=[CH:44][CH:45]=2)[CH:40]=1)[C:30]1[CH:35]=[CH:34][CH:33]=[CH:32][CH:31]=1, predict the reaction product. The product is: [ClH:1].[CH2:29]([NH:36][CH2:37][CH:38]([C:49]1([OH:55])[CH2:50][CH2:51][CH2:52][CH2:53][CH2:54]1)[C:39]1[CH:48]=[CH:47][C:46]2[C:41](=[CH:42][CH:43]=[CH:44][CH:45]=2)[CH:40]=1)[C:30]1[CH:31]=[CH:32][CH:33]=[CH:34][CH:35]=1. (2) Given the reactants [OH:1][C:2]1[CH:9]=[CH:8][C:5]([CH:6]=[O:7])=[CH:4][CH:3]=1.C1(P(C2C=CC=CC=2)C2C=CC=CC=2)C=CC=CC=1.[CH2:29]([O:32][CH2:33][CH2:34][CH2:35][CH2:36]O)[C:30]#[CH:31].N(C(OC(C)C)=O)=NC(OC(C)C)=O, predict the reaction product. The product is: [CH2:29]([O:32][CH2:33][CH2:34][CH2:35][CH2:36][O:1][C:2]1[CH:9]=[CH:8][C:5]([CH:6]=[O:7])=[CH:4][CH:3]=1)[C:30]#[CH:31]. (3) Given the reactants [CH3:1][C:2]1[CH:7]=[CH:6][C:5]([S:8]([O:11][CH2:12][CH2:13][O:14][CH2:15][CH2:16][O:17][CH2:18][CH2:19][O:20][CH2:21][CH2:22][O:23][CH2:24][CH2:25][O:26][CH2:27][CH2:28][OH:29])(=[O:10])=[O:9])=[CH:4][CH:3]=1.[C:44]1(C)[CH:45]=[CH:46]C(S([O-])(=[O:37])=[O:37])=[CH:42][CH:43]=1.[NH+]1[CH:46]=[CH:45][CH:44]=[CH:43][CH:42]=1, predict the reaction product. The product is: [CH3:1][C:2]1[CH:3]=[CH:4][C:5]([S:8]([O:11][CH2:12][CH2:13][O:14][CH2:15][CH2:16][O:17][CH2:18][CH2:19][O:20][CH2:21][CH2:22][O:23][CH2:24][CH2:25][O:26][CH2:27][CH2:28][O:29][CH:46]2[CH2:45][CH2:44][CH2:43][CH2:42][O:37]2)(=[O:9])=[O:10])=[CH:6][CH:7]=1. (4) Given the reactants [NH2:1][C:2]1[CH:7]=[C:6]([CH2:8][C@H:9]2[C:12](=[O:13])[N:11]([C:14](=[O:24])[NH:15][C@@H:16]([C:18]3[CH:23]=[CH:22][CH:21]=[CH:20][CH:19]=3)[CH3:17])[C@@H:10]2[C:25]([O:27][CH2:28][C:29]2[CH:34]=[CH:33][CH:32]=[CH:31][CH:30]=2)=[O:26])[CH:5]=[CH:4][N:3]=1.N1C=CC=CC=1.Cl[C:42]([O:44][CH2:45][CH2:46][CH2:47][CH2:48][CH2:49][CH3:50])=[O:43], predict the reaction product. The product is: [CH2:45]([O:44][C:42]([NH:1][C:2]1[CH:7]=[C:6]([CH2:8][C@H:9]2[C:12](=[O:13])[N:11]([C:14](=[O:24])[NH:15][C@@H:16]([C:18]3[CH:23]=[CH:22][CH:21]=[CH:20][CH:19]=3)[CH3:17])[C@@H:10]2[C:25]([O:27][CH2:28][C:29]2[CH:34]=[CH:33][CH:32]=[CH:31][CH:30]=2)=[O:26])[CH:5]=[CH:4][N:3]=1)=[O:43])[CH2:46][CH2:47][CH2:48][CH2:49][CH3:50]. (5) Given the reactants [CH3:1][NH2:2].Cl.[OH-].[Na+].[CH3:6][O:7][C:8]1[CH:13]=[CH:12][N:11]=[C:10]2[N:14]([CH:17]([C:21]3[CH:26]=[CH:25][CH:24]=[CH:23][CH:22]=3)[CH2:18][CH:19]=O)[CH:15]=[CH:16][C:9]=12.O, predict the reaction product. The product is: [CH3:6][O:7][C:8]1[CH:13]=[CH:12][N:11]=[C:10]2[N:14]([CH:17]([C:21]3[CH:26]=[CH:25][CH:24]=[CH:23][CH:22]=3)[CH2:18][CH2:19][NH:2][CH3:1])[CH:15]=[CH:16][C:9]=12. (6) Given the reactants [CH:1]([N:4]1[C:12]2[C:7](=[CH:8][CH:9]=[CH:10][CH:11]=2)[C:6]([C:13]([NH:15][C@@H:16]2[CH2:20][N:19]([C:21]([O:23][C:24]([CH3:27])([CH3:26])[CH3:25])=[O:22])[C@H:18]([CH2:28][C:29](OC)=[O:30])[CH2:17]2)=[O:14])=[N:5]1)([CH3:3])[CH3:2].[BH4-].[Li+].O, predict the reaction product. The product is: [OH:30][CH2:29][CH2:28][C@@H:18]1[CH2:17][C@H:16]([NH:15][C:13]([C:6]2[C:7]3[C:12](=[CH:11][CH:10]=[CH:9][CH:8]=3)[N:4]([CH:1]([CH3:3])[CH3:2])[N:5]=2)=[O:14])[CH2:20][N:19]1[C:21]([O:23][C:24]([CH3:26])([CH3:25])[CH3:27])=[O:22]. (7) The product is: [CH:1]1([O:4][C:5]2[CH:14]=[CH:13][C:8]([C:9]([OH:11])=[O:10])=[CH:7][CH:6]=2)[CH2:3][CH2:2]1. Given the reactants [CH:1]1([O:4][C:5]2[CH:14]=[CH:13][C:8]([C:9]([O:11]C)=[O:10])=[CH:7][CH:6]=2)[CH2:3][CH2:2]1.CO.[OH-].[Na+].Cl, predict the reaction product. (8) The product is: [CH3:1][C:2]1[CH:7]=[CH:6][C:5]([S:8]([O:11][CH2:12][CH:13]2[O:18][C:17]3[C:19](/[CH:26]=[CH:35]/[C:36](=[O:38])[CH3:37])=[C:20]([N+:23]([O-:25])=[O:24])[CH:21]=[CH:22][C:16]=3[O:15][CH2:14]2)(=[O:9])=[O:10])=[CH:4][CH:3]=1. Given the reactants [CH3:1][C:2]1[CH:7]=[CH:6][C:5]([S:8]([O:11][CH2:12][C@@H:13]2[O:18][C:17]3[C:19]([CH:26]=O)=[C:20]([N+:23]([O-:25])=[O:24])[CH:21]=[CH:22][C:16]=3[O:15][CH2:14]2)(=[O:10])=[O:9])=[CH:4][CH:3]=1.C1(P(C2C=CC=CC=2)(C2C=CC=CC=2)=[CH:35][C:36](=[O:38])[CH3:37])C=CC=CC=1, predict the reaction product. (9) The product is: [NH2:6][C:9]1[C:10]([NH2:17])=[C:11]([O:15][CH3:16])[CH:12]=[CH:13][CH:14]=1. Given the reactants O.O.[Sn](Cl)Cl.[N+:6]([C:9]1[C:10]([N+:17]([O-])=O)=[C:11]([O:15][CH3:16])[CH:12]=[CH:13][CH:14]=1)([O-])=O.[OH-].[Na+], predict the reaction product. (10) The product is: [O:15]1[C:19]2[CH:20]=[CH:21][CH:22]=[CH:23][C:18]=2[CH:17]=[C:16]1[CH:24]([C:2]1[CH:7]=[C:6]([F:8])[CH:5]=[CH:4][C:3]=1[CH3:9])[NH:25][S:26]([C:29]1[CH:39]=[CH:38][C:32]2[O:33][CH2:34][CH2:35][CH2:36][O:37][C:31]=2[CH:30]=1)(=[O:27])=[O:28]. Given the reactants Br[C:2]1[CH:7]=[C:6]([F:8])[CH:5]=[CH:4][C:3]=1[CH3:9].C([Li])CCC.[O:15]1[C:19]2[CH:20]=[CH:21][CH:22]=[CH:23][C:18]=2[CH:17]=[C:16]1[CH:24]=[N:25][S:26]([C:29]1[CH:39]=[CH:38][C:32]2[O:33][CH2:34][CH2:35][CH2:36][O:37][C:31]=2[CH:30]=1)(=[O:28])=[O:27], predict the reaction product.